Dataset: Peptide-MHC class I binding affinity with 185,985 pairs from IEDB/IMGT. Task: Regression. Given a peptide amino acid sequence and an MHC pseudo amino acid sequence, predict their binding affinity value. This is MHC class I binding data. (1) The peptide sequence is NFFHASLAY. The MHC is HLA-A68:02 with pseudo-sequence HLA-A68:02. The binding affinity (normalized) is 0.0847. (2) The peptide sequence is AQIDNYNKF. The MHC is HLA-A30:02 with pseudo-sequence HLA-A30:02. The binding affinity (normalized) is 0.148. (3) The peptide sequence is RMYIFFASFY. The MHC is HLA-A11:01 with pseudo-sequence HLA-A11:01. The binding affinity (normalized) is 1.00.